This data is from Catalyst prediction with 721,799 reactions and 888 catalyst types from USPTO. The task is: Predict which catalyst facilitates the given reaction. (1) Reactant: [Br:1][C:2]1[CH:3]=[CH:4][C:5](I)=[C:6]([CH3:8])[CH:7]=1.CC1(C)C(C)(C)OB([C:18]2[CH:19]=[N:20][N:21]([CH2:23][CH2:24][C:25]#[N:26])[CH:22]=2)O1.[O-]P([O-])([O-])=O.[K+].[K+].[K+]. Product: [Br:1][C:2]1[CH:3]=[CH:4][C:5]([C:18]2[CH:19]=[N:20][N:21]([CH2:23][CH2:24][C:25]#[N:26])[CH:22]=2)=[C:6]([CH3:8])[CH:7]=1. The catalyst class is: 117. (2) Reactant: CC1(C)[O:6][C@@H:5]([CH2:7][N:8]2[C:13]([CH3:15])([CH3:14])[CH2:12][N:11]([CH2:16][C:17]3[CH:22]=[C:21]([C:23]4[CH:28]=[CH:27][C:26]([OH:29])=[CH:25][C:24]=4[F:30])[N:20]=[C:19]4[NH:31][N:32]=[C:33]([CH3:34])[C:18]=34)[C:10]([CH3:36])([CH3:35])[CH2:9]2)[CH2:4][O:3]1. Product: [F:30][C:24]1[CH:25]=[C:26]([OH:29])[CH:27]=[CH:28][C:23]=1[C:21]1[N:20]=[C:19]2[NH:31][N:32]=[C:33]([CH3:34])[C:18]2=[C:17]([CH2:16][N:11]2[C:10]([CH3:35])([CH3:36])[CH2:9][N:8]([CH2:7][C@H:5]([OH:6])[CH2:4][OH:3])[C:13]([CH3:15])([CH3:14])[CH2:12]2)[CH:22]=1. The catalyst class is: 38. (3) Reactant: [C:1]([O:5][C:6](=[O:9])[CH2:7][NH2:8])([CH3:4])([CH3:3])[CH3:2].[CH3:10][C:11]([CH3:17])([CH:15]=[CH2:16])[CH2:12][CH:13]=O. Product: [C:1]([O:5][C:6](=[O:9])[CH2:7]/[N:8]=[CH:16]/[CH2:15][C:11]([CH3:17])([CH3:10])[CH:12]=[CH2:13])([CH3:4])([CH3:3])[CH3:2]. The catalyst class is: 2. (4) Reactant: Cl.[NH2:2][CH2:3][CH2:4][CH2:5][NH:6][N:7]1[C:19]2[C:18]3[CH:17]=[CH:16][CH:15]=[CH:14][C:13]=3[N:12]=[C:11]([NH2:20])[C:10]=2[N:9]=[C:8]1[CH3:21].C1(C(C2C=CC=CC=2)(C2C=CC=CC=2)[S:29][CH2:30][CH2:31][C:32](ON2C(=O)CCC2=O)=[O:33])C=CC=CC=1.C(N(CC)CC)C.ClCCl. Product: [NH2:20][C:11]1[C:10]2[N:9]=[C:8]([CH3:21])[N:7]([NH:6][CH2:5][CH2:4][CH2:3][NH:2][C:32](=[O:33])[CH2:31][CH2:30][SH:29])[C:19]=2[C:18]2[CH:17]=[CH:16][CH:15]=[CH:14][C:13]=2[N:12]=1. The catalyst class is: 5. (5) Reactant: [H-].[Na+].[I-].C[S+](C)(C)=O.[CH3:9][O:10][C:11]1[CH:12]=[C:13]2[C:17](=[CH:18][CH:19]=1)[NH:16][C:15](=[O:20])[C:14]2=[CH:21][C:22]1[CH:30]=[C:29]2[C:25]([C:26]([C:31]3[CH:32]=[N:33][C:34]([N:37]4[CH2:42][CH2:41][N:40]([CH3:43])[CH2:39][CH2:38]4)=[CH:35][CH:36]=3)=[N:27][NH:28]2)=[CH:24][CH:23]=1.[CH3:44]O. Product: [CH3:9][O:10][C:11]1[CH:12]=[C:13]2[C:17](=[CH:18][CH:19]=1)[NH:16][C:15](=[O:20])[C:14]12[CH2:44][CH:21]1[C:22]1[CH:30]=[C:29]2[C:25]([C:26]([C:31]3[CH:32]=[N:33][C:34]([N:37]4[CH2:42][CH2:41][N:40]([CH3:43])[CH2:39][CH2:38]4)=[CH:35][CH:36]=3)=[N:27][NH:28]2)=[CH:24][CH:23]=1. The catalyst class is: 3.